From a dataset of Forward reaction prediction with 1.9M reactions from USPTO patents (1976-2016). Predict the product of the given reaction. (1) Given the reactants C([SiH](CC)CC)C.FC(F)(F)C(O)=O.O[CH:16]([C:29]1[C:30]([C:40]2[CH:45]=[CH:44][CH:43]=[CH:42][CH:41]=2)=[N:31][N:32]2[CH:37]=[C:36]([O:38][CH3:39])[CH:35]=[CH:34][C:33]=12)[C:17]1[N:22]=[C:21]([C:23]([O:25][CH3:26])=[O:24])[CH:20]=[C:19]([O:27][CH3:28])[CH:18]=1.C(=O)(O)[O-].[Na+], predict the reaction product. The product is: [CH3:28][O:27][C:19]1[CH:18]=[C:17]([CH2:16][C:29]2[C:30]([C:40]3[CH:41]=[CH:42][CH:43]=[CH:44][CH:45]=3)=[N:31][N:32]3[CH:37]=[C:36]([O:38][CH3:39])[CH:35]=[CH:34][C:33]=23)[N:22]=[C:21]([C:23]([O:25][CH3:26])=[O:24])[CH:20]=1. (2) Given the reactants Cl[C:2]1[CH:3]=[CH:4][C:5]2[N:6]([C:8]([C:11]3[CH:16]=[CH:15][N:14]=[CH:13][CH:12]=3)=[CH:9][N:10]=2)[N:7]=1.[NH2:17][C@@H:18]([CH2:27][OH:28])[C@H:19]([C:21]1[CH:26]=[CH:25][CH:24]=[CH:23][CH:22]=1)[OH:20], predict the reaction product. The product is: [C:21]1([C@H:19]([OH:20])[C@@H:18]([NH:17][C:2]2[CH:3]=[CH:4][C:5]3[N:6]([C:8]([C:11]4[CH:16]=[CH:15][N:14]=[CH:13][CH:12]=4)=[CH:9][N:10]=3)[N:7]=2)[CH2:27][OH:28])[CH:26]=[CH:25][CH:24]=[CH:23][CH:22]=1. (3) Given the reactants [CH3:1][C:2]1[CH:3]=[CH:4][N:5]2[C:10]=1[C:9](=[O:11])[N:8]([C:12]1[CH:17]=[CH:16][CH:15]=[CH:14][CH:13]=1)[C:7]([C@@H:18]([NH:20][C:21]1[C:22]3[C:29]([C:30]4[CH:31]=[N:32][N:33]([CH3:35])[CH:34]=4)=[CH:28][N:27](COCC[Si](C)(C)C)[C:23]=3[N:24]=[CH:25][N:26]=1)[CH3:19])=[N:6]2.FC(F)(F)C(O)=O.N, predict the reaction product. The product is: [CH3:1][C:2]1[CH:3]=[CH:4][N:5]2[C:10]=1[C:9](=[O:11])[N:8]([C:12]1[CH:13]=[CH:14][CH:15]=[CH:16][CH:17]=1)[C:7]([C@@H:18]([NH:20][C:21]1[C:22]3[C:29]([C:30]4[CH:31]=[N:32][N:33]([CH3:35])[CH:34]=4)=[CH:28][NH:27][C:23]=3[N:24]=[CH:25][N:26]=1)[CH3:19])=[N:6]2. (4) Given the reactants Cl[C:2]1[CH:7]=[C:6]([N:8]2[CH2:12][CH2:11][C@H:10]([F:13])[CH2:9]2)[CH:5]=[C:4]([Cl:14])[N:3]=1.[NH2:15][C:16]1[S:17][C:18]([CH3:21])=[CH:19][N:20]=1.CC1(C)C2C(=C(P(C3C=CC=CC=3)C3C=CC=CC=3)C=CC=2)OC2C(P(C3C=CC=CC=3)C3C=CC=CC=3)=CC=CC1=2.C([O-])([O-])=O.[Na+].[Na+], predict the reaction product. The product is: [Cl:14][C:4]1[N:3]=[C:2]([NH:15][C:16]2[S:17][C:18]([CH3:21])=[CH:19][N:20]=2)[CH:7]=[C:6]([N:8]2[CH2:12][CH2:11][C@H:10]([F:13])[CH2:9]2)[CH:5]=1. (5) Given the reactants [CH3:1][O:2][CH:3]1[O:9][C@H:8]([CH2:10]Cl)[C@@H:6]([OH:7])[C@H:4]1[OH:5].C([O-])([O-])=O.[Na+].[Na+].[H][H].[OH-].[Na+], predict the reaction product. The product is: [CH3:1][O:2][CH:3]1[O:9][C@H:8]([CH3:10])[C@@H:6]([OH:7])[C@H:4]1[OH:5]. (6) Given the reactants [O:1]1[CH2:6][CH2:5][C:4](=[O:7])[CH2:3][CH2:2]1.[Li+].C[Si]([N-][Si](C)(C)C)(C)C.C1COCC1.[F:23][CH2:24][CH:25]([O:28][CH2:29][C:30](Cl)=[O:31])[CH2:26][F:27].C(O)(=O)C, predict the reaction product. The product is: [F:23][CH2:24][CH:25]([O:28][CH2:29][C:30]([CH:3]1[C:4](=[O:7])[CH2:5][CH2:6][O:1][CH2:2]1)=[O:31])[CH2:26][F:27]. (7) Given the reactants [OH:1][C:2]1[CH:3]=[C:4]2[C:9](=[CH:10][CH:11]=1)[N:8]=[C:7]([O:12][CH3:13])[CH:6]=[CH:5]2.[Br:14][CH2:15][CH2:16][CH2:17][CH2:18][CH2:19][CH2:20][CH2:21][CH2:22]Br, predict the reaction product. The product is: [Br:14][CH2:15][CH2:16][CH2:17][CH2:18][CH2:19][CH2:20][CH2:21][CH2:22][O:1][C:2]1[CH:3]=[C:4]2[C:9](=[CH:10][CH:11]=1)[N:8]=[C:7]([O:12][CH3:13])[CH:6]=[CH:5]2. (8) Given the reactants [CH3:1][O:2][C:3]1[CH:8]=[CH:7][CH:6]=[CH:5][C:4]=1[CH:9]1[C:17]2[C:12](=[CH:13][CH:14]=[CH:15][CH:16]=2)[CH:11]([C:18]2[CH:23]=[CH:22][C:21]3[O:24][CH2:25][O:26][C:20]=3[CH:19]=2)[CH:10]1[C:27]([O-:29])=[O:28].COC1C=CC=CC=1C1C2C(=CC=CC=2)C(C2C=CC3OCOC=3C=2)=C1C(OCC)=O, predict the reaction product. The product is: [CH3:1][O:2][C:3]1[CH:8]=[CH:7][CH:6]=[CH:5][C:4]=1[CH:9]1[C:17]2[C:12](=[CH:13][CH:14]=[CH:15][CH:16]=2)[CH:11]([C:18]2[CH:23]=[CH:22][C:21]3[O:24][CH2:25][O:26][C:20]=3[CH:19]=2)[CH:10]1[C:27]([OH:29])=[O:28]. (9) Given the reactants [CH2:1]([CH:3]([NH:6][C:7]1[C:12]([NH2:13])=[N:11][C:10]([CH3:14])=[C:9]([CH3:15])[N:8]=1)[CH2:4][CH3:5])[CH3:2].[C:16](OC(OCC)OCC)(=O)C, predict the reaction product. The product is: [CH2:1]([CH:3]([N:6]1[C:7]2=[N:8][C:9]([CH3:15])=[C:10]([CH3:14])[N:11]=[C:12]2[N:13]=[CH:16]1)[CH2:4][CH3:5])[CH3:2].